This data is from Catalyst prediction with 721,799 reactions and 888 catalyst types from USPTO. The task is: Predict which catalyst facilitates the given reaction. (1) Reactant: [CH2:1]([O:8][C:9]1[CH:10]=[C:11]([C:15]2[NH:24][C:23](=O)[C:22]3[C:17](=[CH:18][C:19]([O:31][CH3:32])=[C:20]([O:26][CH2:27][CH2:28][O:29][CH3:30])[CH:21]=3)[N:16]=2)[CH:12]=[CH:13][CH:14]=1)[C:2]1[CH:7]=[CH:6][CH:5]=[CH:4][CH:3]=1.C(Cl)(=O)C([Cl:36])=O. Product: [CH2:1]([O:8][C:9]1[CH:10]=[C:11]([C:15]2[N:24]=[C:23]([Cl:36])[C:22]3[C:17](=[CH:18][C:19]([O:31][CH3:32])=[C:20]([O:26][CH2:27][CH2:28][O:29][CH3:30])[CH:21]=3)[N:16]=2)[CH:12]=[CH:13][CH:14]=1)[C:2]1[CH:7]=[CH:6][CH:5]=[CH:4][CH:3]=1. The catalyst class is: 59. (2) Reactant: [CH2:1]([C:3]1[N:4]=[C:5]([S:12][CH3:13])[N:6]=[N:7][C:8]=1[C:9]([OH:11])=O)[CH3:2].CN(C)C=O.C(Cl)(=O)C(Cl)=O.[Cl:25][C:26]1[CH:32]=[CH:31][CH:30]=[C:29]([Cl:33])[C:27]=1[NH2:28].NC1C=CC=CC=1. Product: [Cl:25][C:26]1[CH:32]=[CH:31][CH:30]=[C:29]([Cl:33])[C:27]=1[NH:28][C:9]([C:8]1[N:7]=[N:6][C:5]([S:12][CH3:13])=[N:4][C:3]=1[CH2:1][CH3:2])=[O:11]. The catalyst class is: 272. (3) Reactant: [OH:1][C@@H:2]([CH2:6][CH:7]([CH3:9])[CH3:8])[C:3]([OH:5])=[O:4].[Br:10][C:11]1[CH:18]=[CH:17][C:14]([CH:15]=O)=[CH:13][CH:12]=1.CC1C=CC(S([O-])(=O)=O)=CC=1.[NH+]1C=CC=CC=1.CCOCC. Product: [Br:10][C:11]1[CH:18]=[CH:17][C:14]([CH:15]2[O:4][C:3](=[O:5])[C@H:2]([CH2:6][CH:7]([CH3:9])[CH3:8])[O:1]2)=[CH:13][CH:12]=1. The catalyst class is: 11. (4) Reactant: [CH2:1]([O:8][C:9]([N:11]1[CH2:16][CH2:15][C:14](=O)[C:13]([CH3:19])([CH3:18])[CH2:12]1)=[O:10])[C:2]1[CH:7]=[CH:6][CH:5]=[CH:4][CH:3]=1.C([O-])(=O)C.[NH4+].C([BH3-])#[N:26].[Na+]. Product: [NH2:26][CH:14]1[CH2:15][CH2:16][N:11]([C:9]([O:8][CH2:1][C:2]2[CH:7]=[CH:6][CH:5]=[CH:4][CH:3]=2)=[O:10])[CH2:12][C:13]1([CH3:19])[CH3:18]. The catalyst class is: 5. (5) Reactant: C[O:2][C:3]([C:5]1([CH:18]=[CH2:19])[O:10][CH2:9][CH2:8][N:7]([C:11]([O:13][C:14]([CH3:17])([CH3:16])[CH3:15])=[O:12])[CH2:6]1)=[O:4].O.[OH-].[Li+]. Product: [C:14]([O:13][C:11]([N:7]1[CH2:8][CH2:9][O:10][C:5]([CH:18]=[CH2:19])([C:3]([OH:4])=[O:2])[CH2:6]1)=[O:12])([CH3:17])([CH3:16])[CH3:15]. The catalyst class is: 193. (6) The catalyst class is: 1. Reactant: [CH3:1][C:2]1([CH3:9])[CH2:7][CH2:6][CH:5]([OH:8])[CH2:4][CH2:3]1.[H-].[Na+].Cl[C:13]1[C:22]2[C:17](=[C:18]([N+:23]([O-:25])=[O:24])[CH:19]=[CH:20][CH:21]=2)[N:16]=[CH:15][N:14]=1. Product: [CH3:1][C:2]1([CH3:9])[CH2:7][CH2:6][CH:5]([O:8][C:13]2[C:22]3[C:17](=[C:18]([N+:23]([O-:25])=[O:24])[CH:19]=[CH:20][CH:21]=3)[N:16]=[CH:15][N:14]=2)[CH2:4][CH2:3]1. (7) Reactant: [CH:1]1[C:13]2[NH:12][C:11]3[C:6](=[CH:7][CH:8]=[CH:9][CH:10]=3)[C:5]=2[CH:4]=[CH:3][C:2]=1[O:14][CH2:15][CH2:16][NH:17][CH2:18][CH:19]([C:21]1[CH:26]=[CH:25][C:24]([O:27]CC2C=CC=CC=2)=[C:23]([NH:35][CH3:36])[CH:22]=1)[OH:20].CO.C(Cl)(Cl)Cl. Product: [CH:1]1[C:13]2[NH:12][C:11]3[C:6](=[CH:7][CH:8]=[CH:9][CH:10]=3)[C:5]=2[CH:4]=[CH:3][C:2]=1[O:14][CH2:15][CH2:16][NH:17][CH2:18][CH:19]([C:21]1[CH:26]=[CH:25][C:24]([OH:27])=[C:23]([NH:35][CH3:36])[CH:22]=1)[OH:20]. The catalyst class is: 19.